This data is from Reaction yield outcomes from USPTO patents with 853,638 reactions. The task is: Predict the reaction yield, written as a fraction of the theoretical maximum amount of product (1.0 means a 100% yield; for example, 0.34 means a 34% yield). The reactants are [Cl:1]N1C(=O)CCC1=O.Cl.[Br:10][C:11]1[CH:16]=[CH:15][C:14]([NH:17][C:18]2[C:23]([C:24]([OH:26])=[O:25])=[CH:22][N:21]=[C:20]([Cl:27])[CH:19]=2)=[C:13]([Cl:28])[CH:12]=1. The catalyst is CN(C=O)C.S(=O)(O)[O-].[Na+].O. The product is [Br:10][C:11]1[CH:16]=[CH:15][C:14]([NH:17][C:18]2[C:23]([C:24]([OH:26])=[O:25])=[CH:22][N:21]=[C:20]([Cl:27])[C:19]=2[Cl:1])=[C:13]([Cl:28])[CH:12]=1. The yield is 0.370.